This data is from Forward reaction prediction with 1.9M reactions from USPTO patents (1976-2016). The task is: Predict the product of the given reaction. (1) Given the reactants [F:1][C:2]([F:32])([C:18]([CH:20]1[C:25](=[O:26])[N:24]([CH:27]([CH3:29])[CH3:28])[C:23](=[O:30])[NH:22][C:21]1=[O:31])=O)[C@@H:3]([NH:10][C:11](=[O:17])[O:12][C:13]([CH3:16])([CH3:15])[CH3:14])[C:4]1[CH:9]=[CH:8][CH:7]=[CH:6][CH:5]=1.[BH3-]C#N.[Na+], predict the reaction product. The product is: [F:32][C:2]([F:1])([CH2:18][CH:20]1[C:25](=[O:26])[N:24]([CH:27]([CH3:28])[CH3:29])[C:23](=[O:30])[NH:22][C:21]1=[O:31])[C@@H:3]([NH:10][C:11](=[O:17])[O:12][C:13]([CH3:15])([CH3:14])[CH3:16])[C:4]1[CH:5]=[CH:6][CH:7]=[CH:8][CH:9]=1. (2) Given the reactants [C:1]([C:5]1[CH:10]=[CH:9][C:8]([C:11]2[N:15]([CH3:16])[N:14]=[C:13]([C:17](=O)[CH3:18])[C:12]=2[OH:20])=[CH:7][CH:6]=1)([CH3:4])([CH3:3])[CH3:2].[NH:21]([C:23]([NH:25][C:26]1[CH:34]=[CH:33][C:29]([C:30]([OH:32])=[O:31])=[CH:28][CH:27]=1)=[S:24])[NH2:22].CN(C)C=O, predict the reaction product. The product is: [C:1]([C:5]1[CH:10]=[CH:9][C:8]([C:11]2[N:15]([CH3:16])[N:14]=[C:13]([C:17](=[N:22][NH:21][C:23]([NH:25][C:26]3[CH:34]=[CH:33][C:29]([C:30]([OH:32])=[O:31])=[CH:28][CH:27]=3)=[S:24])[CH3:18])[C:12]=2[OH:20])=[CH:7][CH:6]=1)([CH3:4])([CH3:3])[CH3:2].